Task: Regression. Given a peptide amino acid sequence and an MHC pseudo amino acid sequence, predict their binding affinity value. This is MHC class I binding data.. Dataset: Peptide-MHC class I binding affinity with 185,985 pairs from IEDB/IMGT (1) The peptide sequence is WLSVIAFGK. The MHC is HLA-A02:06 with pseudo-sequence HLA-A02:06. The binding affinity (normalized) is 0.0847. (2) The peptide sequence is KYISPDTVAAL. The binding affinity (normalized) is 0.646. The MHC is H-2-Kd with pseudo-sequence H-2-Kd. (3) The peptide sequence is YWIREGKII. The MHC is HLA-A02:01 with pseudo-sequence HLA-A02:01. The binding affinity (normalized) is 0.